From a dataset of Forward reaction prediction with 1.9M reactions from USPTO patents (1976-2016). Predict the product of the given reaction. (1) Given the reactants [Br:1][C:2]1[C:3]([F:13])=[CH:4][C:5]([N+:10]([O-])=O)=[C:6]([CH:9]=1)[CH:7]=[O:8], predict the reaction product. The product is: [NH2:10][C:5]1[CH:4]=[C:3]([F:13])[C:2]([Br:1])=[CH:9][C:6]=1[CH:7]=[O:8]. (2) Given the reactants Br[C:2]1[C:8]([C:9]([F:12])([F:11])[F:10])=[CH:7][C:5]([NH2:6])=[CH:4][C:3]=1[Cl:13].C(=O)([O-])[O-].[Na+].[Na+].CC1(C)C(C)(C)OB([C:28]2[CH:38]=[CH:37][C:31]3[O:32][CH2:33][C:34](=[O:36])[NH:35][C:30]=3[CH:29]=2)O1.O, predict the reaction product. The product is: [NH2:6][C:5]1[CH:7]=[C:8]([C:9]([F:12])([F:11])[F:10])[C:2]([C:28]2[CH:38]=[CH:37][C:31]3[O:32][CH2:33][C:34](=[O:36])[NH:35][C:30]=3[CH:29]=2)=[C:3]([Cl:13])[CH:4]=1.